Dataset: NCI-60 drug combinations with 297,098 pairs across 59 cell lines. Task: Regression. Given two drug SMILES strings and cell line genomic features, predict the synergy score measuring deviation from expected non-interaction effect. (1) Drug 1: CCN(CC)CCNC(=O)C1=C(NC(=C1C)C=C2C3=C(C=CC(=C3)F)NC2=O)C. Drug 2: CCN(CC)CCCC(C)NC1=C2C=C(C=CC2=NC3=C1C=CC(=C3)Cl)OC. Cell line: NCIH23. Synergy scores: CSS=9.99, Synergy_ZIP=-5.94, Synergy_Bliss=-2.19, Synergy_Loewe=-13.2, Synergy_HSA=-3.47. (2) Synergy scores: CSS=0.877, Synergy_ZIP=-1.72, Synergy_Bliss=-2.77, Synergy_Loewe=-12.7, Synergy_HSA=-4.67. Cell line: OVCAR-5. Drug 1: CC1=C(C=C(C=C1)NC2=NC=CC(=N2)N(C)C3=CC4=NN(C(=C4C=C3)C)C)S(=O)(=O)N.Cl. Drug 2: CC1=C(N=C(N=C1N)C(CC(=O)N)NCC(C(=O)N)N)C(=O)NC(C(C2=CN=CN2)OC3C(C(C(C(O3)CO)O)O)OC4C(C(C(C(O4)CO)O)OC(=O)N)O)C(=O)NC(C)C(C(C)C(=O)NC(C(C)O)C(=O)NCCC5=NC(=CS5)C6=NC(=CS6)C(=O)NCCC[S+](C)C)O. (3) Drug 1: C1CCN(CC1)CCOC2=CC=C(C=C2)C(=O)C3=C(SC4=C3C=CC(=C4)O)C5=CC=C(C=C5)O. Drug 2: CC1=C(C=C(C=C1)NC(=O)C2=CC=C(C=C2)CN3CCN(CC3)C)NC4=NC=CC(=N4)C5=CN=CC=C5. Cell line: OVCAR-5. Synergy scores: CSS=14.2, Synergy_ZIP=-0.0205, Synergy_Bliss=2.98, Synergy_Loewe=-1.52, Synergy_HSA=-1.13. (4) Drug 1: CC1=C(C(CCC1)(C)C)C=CC(=CC=CC(=CC(=O)O)C)C. Drug 2: CC1=C(C(=CC=C1)Cl)NC(=O)C2=CN=C(S2)NC3=CC(=NC(=N3)C)N4CCN(CC4)CCO. Cell line: NCI-H226. Synergy scores: CSS=2.01, Synergy_ZIP=1.07, Synergy_Bliss=4.97, Synergy_Loewe=-1.98, Synergy_HSA=1.28. (5) Drug 1: COC1=C(C=C2C(=C1)N=CN=C2NC3=CC(=C(C=C3)F)Cl)OCCCN4CCOCC4. Drug 2: CC1=C(C=C(C=C1)C(=O)NC2=CC(=CC(=C2)C(F)(F)F)N3C=C(N=C3)C)NC4=NC=CC(=N4)C5=CN=CC=C5. Cell line: SR. Synergy scores: CSS=18.0, Synergy_ZIP=2.92, Synergy_Bliss=3.21, Synergy_Loewe=1.72, Synergy_HSA=3.50. (6) Drug 1: CS(=O)(=O)C1=CC(=C(C=C1)C(=O)NC2=CC(=C(C=C2)Cl)C3=CC=CC=N3)Cl. Drug 2: C1CN1P(=S)(N2CC2)N3CC3. Cell line: A549. Synergy scores: CSS=35.0, Synergy_ZIP=-11.2, Synergy_Bliss=-5.15, Synergy_Loewe=-17.9, Synergy_HSA=-4.12.